From a dataset of NCI-60 drug combinations with 297,098 pairs across 59 cell lines. Regression. Given two drug SMILES strings and cell line genomic features, predict the synergy score measuring deviation from expected non-interaction effect. (1) Drug 1: C1=CC(=CC=C1CCCC(=O)O)N(CCCl)CCCl. Drug 2: C1CC(=O)NC(=O)C1N2C(=O)C3=CC=CC=C3C2=O. Cell line: HT29. Synergy scores: CSS=13.6, Synergy_ZIP=-6.85, Synergy_Bliss=1.88, Synergy_Loewe=-3.38, Synergy_HSA=1.58. (2) Drug 1: CC(C1=C(C=CC(=C1Cl)F)Cl)OC2=C(N=CC(=C2)C3=CN(N=C3)C4CCNCC4)N. Drug 2: CC1CCC2CC(C(=CC=CC=CC(CC(C(=O)C(C(C(=CC(C(=O)CC(OC(=O)C3CCCCN3C(=O)C(=O)C1(O2)O)C(C)CC4CCC(C(C4)OC)O)C)C)O)OC)C)C)C)OC. Cell line: SNB-75. Synergy scores: CSS=16.0, Synergy_ZIP=-0.812, Synergy_Bliss=3.39, Synergy_Loewe=-1.41, Synergy_HSA=3.65. (3) Drug 1: C1=CC(=C(C=C1I)F)NC2=C(C=CC(=C2F)F)C(=O)NOCC(CO)O. Drug 2: CNC(=O)C1=NC=CC(=C1)OC2=CC=C(C=C2)NC(=O)NC3=CC(=C(C=C3)Cl)C(F)(F)F. Cell line: HT29. Synergy scores: CSS=79.2, Synergy_ZIP=0.190, Synergy_Bliss=0.200, Synergy_Loewe=2.15, Synergy_HSA=7.35. (4) Drug 1: C1=NC(=NC(=O)N1C2C(C(C(O2)CO)O)O)N. Drug 2: COCCOC1=C(C=C2C(=C1)C(=NC=N2)NC3=CC=CC(=C3)C#C)OCCOC.Cl. Cell line: CAKI-1. Synergy scores: CSS=36.2, Synergy_ZIP=0.468, Synergy_Bliss=0.688, Synergy_Loewe=-12.0, Synergy_HSA=0.113. (5) Cell line: M14. Drug 2: COC1=CC(=CC(=C1O)OC)C2C3C(COC3=O)C(C4=CC5=C(C=C24)OCO5)OC6C(C(C7C(O6)COC(O7)C8=CC=CS8)O)O. Synergy scores: CSS=39.5, Synergy_ZIP=-9.53, Synergy_Bliss=1.04, Synergy_Loewe=-1.61, Synergy_HSA=2.12. Drug 1: CC1OCC2C(O1)C(C(C(O2)OC3C4COC(=O)C4C(C5=CC6=C(C=C35)OCO6)C7=CC(=C(C(=C7)OC)O)OC)O)O. (6) Drug 1: COC1=C(C=C2C(=C1)N=CN=C2NC3=CC(=C(C=C3)F)Cl)OCCCN4CCOCC4. Drug 2: CCN(CC)CCNC(=O)C1=C(NC(=C1C)C=C2C3=C(C=CC(=C3)F)NC2=O)C. Cell line: OVCAR-4. Synergy scores: CSS=19.4, Synergy_ZIP=0.364, Synergy_Bliss=2.12, Synergy_Loewe=1.39, Synergy_HSA=1.95. (7) Drug 1: CS(=O)(=O)OCCCCOS(=O)(=O)C. Drug 2: C1=NNC2=C1C(=O)NC=N2. Cell line: NCI-H226. Synergy scores: CSS=5.19, Synergy_ZIP=-3.52, Synergy_Bliss=-1.98, Synergy_Loewe=-0.262, Synergy_HSA=-0.159. (8) Synergy scores: CSS=61.3, Synergy_ZIP=11.3, Synergy_Bliss=11.0, Synergy_Loewe=-39.8, Synergy_HSA=8.17. Cell line: ACHN. Drug 2: CN(C)C1=NC(=NC(=N1)N(C)C)N(C)C. Drug 1: CC1OCC2C(O1)C(C(C(O2)OC3C4COC(=O)C4C(C5=CC6=C(C=C35)OCO6)C7=CC(=C(C(=C7)OC)O)OC)O)O. (9) Drug 1: CC(C1=C(C=CC(=C1Cl)F)Cl)OC2=C(N=CC(=C2)C3=CN(N=C3)C4CCNCC4)N. Drug 2: COCCOC1=C(C=C2C(=C1)C(=NC=N2)NC3=CC=CC(=C3)C#C)OCCOC.Cl. Cell line: SNB-19. Synergy scores: CSS=11.8, Synergy_ZIP=-0.219, Synergy_Bliss=3.01, Synergy_Loewe=3.63, Synergy_HSA=3.68.